From a dataset of Merck oncology drug combination screen with 23,052 pairs across 39 cell lines. Regression. Given two drug SMILES strings and cell line genomic features, predict the synergy score measuring deviation from expected non-interaction effect. (1) Drug 1: CS(=O)(=O)CCNCc1ccc(-c2ccc3ncnc(Nc4ccc(OCc5cccc(F)c5)c(Cl)c4)c3c2)o1. Synergy scores: synergy=-12.4. Drug 2: CC(C)CC(NC(=O)C(Cc1ccccc1)NC(=O)c1cnccn1)B(O)O. Cell line: CAOV3. (2) Drug 1: COc1cccc2c1C(=O)c1c(O)c3c(c(O)c1C2=O)CC(O)(C(=O)CO)CC3OC1CC(N)C(O)C(C)O1. Drug 2: Cn1c(=O)n(-c2ccc(C(C)(C)C#N)cc2)c2c3cc(-c4cnc5ccccc5c4)ccc3ncc21. Cell line: NCIH520. Synergy scores: synergy=0.536. (3) Drug 1: O=S1(=O)NC2(CN1CC(F)(F)F)C1CCC2Cc2cc(C=CCN3CCC(C(F)(F)F)CC3)ccc2C1. Drug 2: NC1CCCCC1N.O=C(O)C(=O)O.[Pt+2]. Cell line: HT144. Synergy scores: synergy=-11.8. (4) Drug 1: CN(C)C(=N)N=C(N)N. Drug 2: NC1(c2ccc(-c3nc4ccn5c(=O)[nH]nc5c4cc3-c3ccccc3)cc2)CCC1. Cell line: A375. Synergy scores: synergy=3.05.